From a dataset of Full USPTO retrosynthesis dataset with 1.9M reactions from patents (1976-2016). Predict the reactants needed to synthesize the given product. (1) Given the product [CH2:14]1[CH:15]2[C:11]3([C:7]4[NH:6][C:5]5[C:4](=[O:20])[N:3]([CH2:21][CH2:22][CH3:23])[C:2]([O:38][C:35]6[CH:36]=[CH:37][C:32]([C:24]([OH:27])=[O:25])=[CH:33][CH:34]=6)=[N:10][C:9]=5[N:8]=4)[CH2:18][CH:17]([CH2:19][CH:13]1[CH2:12]3)[CH2:16]2, predict the reactants needed to synthesize it. The reactants are: Cl[C:2]1[N:3]([CH2:21][CH2:22][CH3:23])[C:4](=[O:20])[C:5]2[NH:6][C:7]([C:11]34[CH2:18][CH:17]5[CH2:19][CH:13]([CH2:14][CH:15]3[CH2:16]5)[CH2:12]4)=[N:8][C:9]=2[N:10]=1.[C:24]([O-:27])([O-])=[O:25].[K+].[K+].FC(F)(F)[C:32]1[CH:37]=[CH:36][C:35]([OH:38])=[CH:34][CH:33]=1. (2) The reactants are: Cl.[NH2:2][CH2:3][C:4]([C:6]1[CH:11]=[CH:10][C:9]([O:12][CH3:13])=[CH:8][CH:7]=1)=[O:5].[S:14]1[C:18]2[CH:19]=[C:20]([C:23](O)=O)[CH:21]=[CH:22][C:17]=2[N:16]=[CH:15]1.F[P-](F)(F)(F)(F)F.CN([P+](N(C)C)(N(C)C)Cl)C.C(N(CC)C(C)C)(C)C. Given the product [CH3:13][O:12][C:9]1[CH:10]=[CH:11][C:6]([C:4]2[O:5][C:23]([C:20]3[CH:21]=[CH:22][C:17]4[N:16]=[CH:15][S:14][C:18]=4[CH:19]=3)=[N:2][CH:3]=2)=[CH:7][CH:8]=1, predict the reactants needed to synthesize it. (3) The reactants are: [CH3:1][C:2]1[CH:7]=C[CH:5]=[CH:4][C:3]=1P([C:3]1[CH:4]=[CH:5]C=[CH:7][C:2]=1[CH3:1])[C:3]1[CH:4]=[CH:5]C=[CH:7][C:2]=1[CH3:1].II.Br[CH2:26][C:27]1[CH:32]=[C:31]([O:33][CH3:34])[C:30]([Cl:35])=[CH:29][C:28]=1[O:36][CH3:37].[C:38]([O-:41])([O-])=O.[Cs+].[Cs+].[ClH:44].[CH3:45][OH:46].[CH2:47](Cl)Cl. Given the product [Cl:44]/[C:4](=[CH:5]/[CH2:26][C:27]1[CH:32]=[C:31]([O:33][CH3:34])[C:30]([Cl:35])=[CH:29][C:28]=1[O:36][CH3:37])/[CH2:3][C:2]1[CH:1]=[C:38]([OH:41])[CH:47]=[C:45]([OH:46])[CH:7]=1, predict the reactants needed to synthesize it. (4) Given the product [CH:27]1([C:24]2[NH:25][N:26]=[C:22]([NH:21][C:19]3[C:18]([C:30]#[CH:31])=[CH:17][N:16]=[C:15]([C:13]4[S:14][C:10]([CH2:9][OH:8])=[CH:11][CH:12]=4)[N:20]=3)[CH:23]=2)[CH2:29][CH2:28]1, predict the reactants needed to synthesize it. The reactants are: [Si]([O:8][CH2:9][C:10]1[S:14][C:13]([C:15]2[N:20]=[C:19]([NH:21][C:22]3[NH:26][N:25]=[C:24]([CH:27]4[CH2:29][CH2:28]4)[CH:23]=3)[C:18]([C:30]#[CH:31])=[CH:17][N:16]=2)=[CH:12][CH:11]=1)(C(C)(C)C)(C)C.CCCC[N+](CCCC)(CCCC)CCCC.[F-]. (5) Given the product [I:21][C:2]1[C:11]2[C:6](=[CH:7][C:8]([O:12][CH3:13])=[CH:9][CH:10]=2)[N:5]=[CH:4][CH:3]=1, predict the reactants needed to synthesize it. The reactants are: Cl[C:2]1[C:11]2[C:6](=[CH:7][C:8]([O:12][CH3:13])=[CH:9][CH:10]=2)[N:5]=[CH:4][CH:3]=1.O1CCOCC1.Cl.[I-:21].[Na+]. (6) Given the product [F:1][C:2]1[CH:7]=[CH:6][C:5]([C:8]2[S:12][C:11]3[CH:13]=[CH:14][C:15]([OH:17])=[CH:16][C:10]=3[C:9]=2[C:19]([NH:21][CH3:22])=[O:20])=[CH:4][CH:3]=1, predict the reactants needed to synthesize it. The reactants are: [F:1][C:2]1[CH:7]=[CH:6][C:5]([C:8]2[S:12][C:11]3[CH:13]=[CH:14][C:15]([O:17]C)=[CH:16][C:10]=3[C:9]=2[C:19]([NH:21][CH3:22])=[O:20])=[CH:4][CH:3]=1.[B-](Br)(Br)(Br)[S+](C)C. (7) The reactants are: [NH2:1][CH2:2][C@H:3]([C:5]1[CH:10]=[CH:9][C:8]([O:11][CH3:12])=[C:7]([O:13][CH3:14])[C:6]=1[C:15]([F:18])([F:17])[F:16])[OH:4].[CH:19](OCC)=[O:20]. Given the product [CH3:14][O:13][C:7]1[C:6]([C:15]([F:16])([F:17])[F:18])=[C:5]([CH:3]([OH:4])[CH2:2][NH:1][CH:19]=[O:20])[CH:10]=[CH:9][C:8]=1[O:11][CH3:12], predict the reactants needed to synthesize it. (8) The reactants are: Br[C:2]1[C:13](=[O:14])[N:12]([CH:15]([CH3:17])[CH3:16])[C:5]2[N:6]=[C:7]([S:10][CH3:11])[N:8]=[CH:9][C:4]=2[CH:3]=1.[F:18][C:19]1[CH:24]=[CH:23][C:22](B(O)O)=[CH:21][C:20]=1[N+:28]([O-:30])=[O:29].C([O-])([O-])=O.[Na+].[Na+].O. Given the product [F:18][C:19]1[CH:24]=[CH:23][C:22]([C:2]2[C:13](=[O:14])[N:12]([CH:15]([CH3:17])[CH3:16])[C:5]3[N:6]=[C:7]([S:10][CH3:11])[N:8]=[CH:9][C:4]=3[CH:3]=2)=[CH:21][C:20]=1[N+:28]([O-:30])=[O:29], predict the reactants needed to synthesize it.